Dataset: Full USPTO retrosynthesis dataset with 1.9M reactions from patents (1976-2016). Task: Predict the reactants needed to synthesize the given product. (1) The reactants are: [NH2:1][CH2:2][CH2:3][O:4][CH2:5][CH2:6][O:7][CH2:8][CH2:9][NH:10][C:11](=[O:17])[O:12][C:13]([CH3:16])([CH3:15])[CH3:14].[CH3:18][O:19][C:20](=[O:30])[C:21]1[CH:29]=[CH:28][C:24]([C:25](O)=[O:26])=[CH:23][CH:22]=1. Given the product [CH3:15][C:13]([CH3:14])([CH3:16])[O:12][C:11](=[O:17])[NH:10][CH2:9][CH2:8][O:7][CH2:6][CH2:5][O:4][CH2:3][CH2:2][NH:1][C:25]([C:24]1[CH:28]=[CH:29][C:21]([C:20]([O:19][CH3:18])=[O:30])=[CH:22][CH:23]=1)=[O:26], predict the reactants needed to synthesize it. (2) Given the product [CH3:39][O:38][C:36]([N:23]1[CH2:24][CH:25]([C:27]2[CH:28]=[C:29]([F:35])[C:30]([F:34])=[C:31]([F:33])[CH:32]=2)[N:26]([C:2]([O:4][CH2:5][CH:6]2[C:18]3[CH:17]=[CH:16][CH:15]=[CH:14][C:13]=3[C:12]3[C:7]2=[CH:8][CH:9]=[CH:10][CH:11]=3)=[O:3])[CH:21]([CH2:20][OH:19])[CH2:22]1)=[O:37], predict the reactants needed to synthesize it. The reactants are: Cl[C:2]([O:4][CH2:5][CH:6]1[C:18]2[CH:17]=[CH:16][CH:15]=[CH:14][C:13]=2[C:12]2[C:7]1=[CH:8][CH:9]=[CH:10][CH:11]=2)=[O:3].[OH:19][CH2:20][CH:21]1[NH:26][CH:25]([C:27]2[CH:32]=[C:31]([F:33])[C:30]([F:34])=[C:29]([F:35])[CH:28]=2)[CH2:24][N:23]([C:36]([O:38][CH3:39])=[O:37])[CH2:22]1. (3) Given the product [O:9]1[CH2:10][CH2:11][O:12][CH:8]1[CH:5]1[CH2:6][CH2:7][C:2](=[O:1])[CH2:3][CH2:4]1, predict the reactants needed to synthesize it. The reactants are: [O:1]=[C:2]1[CH2:7][CH2:6][CH:5]([CH:8]=[O:9])[CH2:4][CH2:3]1.[CH2:10](O)[CH2:11][OH:12]. (4) Given the product [CH:36]1([C:21]2[C:22]([O:24][CH:25]3[CH2:30][CH2:29][C:28]4([CH2:31][CH2:32][CH2:33][CH2:34][CH2:35]4)[CH2:27][CH2:26]3)=[CH:23][C:18]3[N:19]([C:15]([NH:50][S:47]([CH:44]4[CH2:46][CH2:45]4)(=[O:49])=[O:48])=[N:16][N:17]=3)[CH:20]=2)[CH2:38][CH2:37]1, predict the reactants needed to synthesize it. The reactants are: BrC1N2C=C(C3CC3)C=CC2=NN=1.Br[C:15]1[N:19]2[CH:20]=[C:21]([CH:36]3[CH2:38][CH2:37]3)[C:22]([O:24][CH:25]3[CH2:30][CH2:29][C:28]4([CH2:35][CH2:34][CH2:33][CH2:32][CH2:31]4)[CH2:27][CH2:26]3)=[CH:23][C:18]2=[N:17][N:16]=1.CS(N)(=O)=O.[CH:44]1([S:47]([NH2:50])(=[O:49])=[O:48])[CH2:46][CH2:45]1.